From a dataset of Catalyst prediction with 721,799 reactions and 888 catalyst types from USPTO. Predict which catalyst facilitates the given reaction. (1) Reactant: [F:1][C:2]1([S:16]([C:19]2[CH:24]=[CH:23][CH:22]=[C:21]([C:25]([F:28])([F:27])[F:26])[CH:20]=2)(=[O:18])=[O:17])[CH2:7][CH2:6][C:5](=[N:8][CH2:9][C:10]2[CH:15]=[CH:14][CH:13]=[CH:12][CH:11]=2)[CH2:4][CH2:3]1.B(F)(F)F.[CH3:33]COCC.[Li]C. Product: [CH2:9]([NH:8][C:5]1([CH3:33])[CH2:4][CH2:3][C:2]([F:1])([S:16]([C:19]2[CH:24]=[CH:23][CH:22]=[C:21]([C:25]([F:26])([F:27])[F:28])[CH:20]=2)(=[O:18])=[O:17])[CH2:7][CH2:6]1)[C:10]1[CH:11]=[CH:12][CH:13]=[CH:14][CH:15]=1. The catalyst class is: 1. (2) Reactant: B1(C)OC(C2C=CC=CC=2)(C2C=CC=CC=2)[C@@H]2N1CCC2.[CH2:22]([O:29][C:30]([N:32]1[C:41]2[C:36](=[CH:37][CH:38]=[CH:39][CH:40]=2)[C:35](=[O:42])[CH2:34][CH2:33]1)=[O:31])[C:23]1[CH:28]=[CH:27][CH:26]=[CH:25][CH:24]=1.CO. Product: [CH2:22]([O:29][C:30]([N:32]1[C:41]2[C:36](=[CH:37][CH:38]=[CH:39][CH:40]=2)[C@@H:35]([OH:42])[CH2:34][CH2:33]1)=[O:31])[C:23]1[CH:28]=[CH:27][CH:26]=[CH:25][CH:24]=1. The catalyst class is: 4. (3) Reactant: [Cl:1][C:2]1[CH:3]=[C:4]2[C:9](=[C:10]([Cl:12])[CH:11]=1)[CH2:8][N:7]([CH3:13])[CH2:6][CH:5]2[C:14]1[CH:15]=[C:16]([S:20]([N:23]([CH2:30][P:31](=[O:34])([OH:33])[OH:32])[CH2:24][C:25]([O:27]CC)=[O:26])(=[O:22])=[O:21])[CH:17]=[CH:18][CH:19]=1.[OH-].[Li+]. Product: [Cl:1][C:2]1[CH:3]=[C:4]2[C:9](=[C:10]([Cl:12])[CH:11]=1)[CH2:8][N:7]([CH3:13])[CH2:6][CH:5]2[C:14]1[CH:15]=[C:16]([S:20]([N:23]([CH2:24][C:25]([OH:27])=[O:26])[CH2:30][P:31]([OH:34])([OH:33])=[O:32])(=[O:22])=[O:21])[CH:17]=[CH:18][CH:19]=1. The catalyst class is: 30. (4) Reactant: [AlH4-].[Li+].[N:3]1[CH:4]=[CH:5][N:6]2[CH:11]=[CH:10][C:9]([C:12](OCC)=[O:13])=[CH:8][C:7]=12. Product: [N:3]1[CH:4]=[CH:5][N:6]2[CH:11]=[CH:10][C:9]([CH2:12][OH:13])=[CH:8][C:7]=12. The catalyst class is: 1. (5) Reactant: [F:1][CH:2]([F:12])[CH2:3][NH:4][C:5]1[C:6]([NH2:11])=[CH:7][CH:8]=[CH:9][CH:10]=1.O=[C:14]([C:18]1[CH:23]=[CH:22][CH:21]=[CH:20][CH:19]=1)[C:15](O)=[O:16]. Product: [F:1][CH:2]([F:12])[CH2:3][N:4]1[C:5]2[C:6](=[CH:7][CH:8]=[CH:9][CH:10]=2)[N:11]=[C:14]([C:18]2[CH:23]=[CH:22][CH:21]=[CH:20][CH:19]=2)[C:15]1=[O:16]. The catalyst class is: 5. (6) Reactant: [O:1]=[C:2]1[C:7](C(OCC)=O)=[CH:6][NH:5][N:4]2[CH:13]=[CH:14][CH:15]=[C:3]12.[Cl-].[Na+].O. Product: [NH:5]1[CH:6]=[CH:7][C:2](=[O:1])[C:3]2=[CH:15][CH:14]=[CH:13][N:4]12. The catalyst class is: 16. (7) Reactant: [CH2:1]([O:3][C:4]([C@H:6]1[C@H:10]([NH:11][C@@H](C2C=CC=CC=2)C)[CH2:9][N:8]([C:20]([O:22][C:23]([CH3:26])([CH3:25])[CH3:24])=[O:21])[CH2:7]1)=[O:5])[CH3:2]. Product: [CH2:1]([O:3][C:4]([C@H:6]1[C@H:10]([NH2:11])[CH2:9][N:8]([C:20]([O:22][C:23]([CH3:24])([CH3:26])[CH3:25])=[O:21])[CH2:7]1)=[O:5])[CH3:2]. The catalyst class is: 50.